This data is from Peptide-MHC class II binding affinity with 134,281 pairs from IEDB. The task is: Regression. Given a peptide amino acid sequence and an MHC pseudo amino acid sequence, predict their binding affinity value. This is MHC class II binding data. (1) The peptide sequence is SCSDGTFKIGLHTEF. The MHC is DRB1_0101 with pseudo-sequence DRB1_0101. The binding affinity (normalized) is 0.658. (2) The peptide sequence is QAGNNLMMIEQYPYV. The MHC is DRB1_0901 with pseudo-sequence DRB1_0901. The binding affinity (normalized) is 0.316. (3) The peptide sequence is SQDLELSWNWNGLQAY. The MHC is DRB1_0401 with pseudo-sequence DRB1_0401. The binding affinity (normalized) is 0.649. (4) The peptide sequence is LHNVKCKTPTQLAET. The MHC is DRB1_0101 with pseudo-sequence DRB1_0101. The binding affinity (normalized) is 0.331. (5) The peptide sequence is RNITGTSSTPEAVSL. The MHC is DRB1_0701 with pseudo-sequence DRB1_0701. The binding affinity (normalized) is 0.659. (6) The peptide sequence is YAAALVAMPTLAELA. The MHC is DRB1_1001 with pseudo-sequence DRB1_1001. The binding affinity (normalized) is 0.685. (7) The peptide sequence is KYYLRLWAPELAKSQ. The MHC is DRB1_0405 with pseudo-sequence DRB1_0405. The binding affinity (normalized) is 0.663.